This data is from Catalyst prediction with 721,799 reactions and 888 catalyst types from USPTO. The task is: Predict which catalyst facilitates the given reaction. (1) Reactant: C([O-])([O-])=O.[Cs+].[Cs+].[F:7][CH2:8]Br.[CH3:10][C:11]1([CH3:25])[C:15]([CH3:17])([CH3:16])[O:14][B:13]([C:18]2[CH:23]=[CH:22][C:21]([OH:24])=[CH:20][CH:19]=2)[O:12]1. Product: [F:7][CH2:8][O:24][C:21]1[CH:20]=[CH:19][C:18]([B:13]2[O:14][C:15]([CH3:17])([CH3:16])[C:11]([CH3:25])([CH3:10])[O:12]2)=[CH:23][CH:22]=1. The catalyst class is: 23. (2) Reactant: [N:1]([CH2:4][CH:5]([OH:22])[CH2:6][N:7]1[C:13]2[CH:14]=[CH:15][CH:16]=[CH:17][C:12]=2[CH2:11][CH2:10][C:9]2[CH:18]=[CH:19][CH:20]=[CH:21][C:8]1=2)=[N+]=[N-].C1C=CC(P(C2C=CC=CC=2)C2C=CC=CC=2)=CC=1. Product: [NH2:1][CH2:4][CH:5]([OH:22])[CH2:6][N:7]1[C:8]2[CH:21]=[CH:20][CH:19]=[CH:18][C:9]=2[CH2:10][CH2:11][C:12]2[CH:17]=[CH:16][CH:15]=[CH:14][C:13]1=2. The catalyst class is: 20. (3) Reactant: [C:1]1([N:7]2[C:11]([NH2:12])=[CH:10][C:9]([C:13]3[CH:18]=[CH:17][CH:16]=[CH:15][N:14]=3)=[N:8]2)[CH:6]=[CH:5][CH:4]=[CH:3][CH:2]=1.[Cl:19]N1C(=O)CCC1=O.CC1C=CC(S([O-])(=O)=O)=CC=1.[NH+]1C=CC=CC=1. Product: [Cl:19][C:10]1[C:9]([C:13]2[CH:18]=[CH:17][CH:16]=[CH:15][N:14]=2)=[N:8][N:7]([C:1]2[CH:6]=[CH:5][CH:4]=[CH:3][CH:2]=2)[C:11]=1[NH2:12]. The catalyst class is: 2. (4) Reactant: [F:1][C:2]1[CH:3]=[C:4]([Br:9])[CH:5]=[CH:6][C:7]=1[OH:8].[C:10]12(O)[CH2:19][CH:14]3[CH2:15][CH:16]([CH2:18][CH:12]([CH2:13]3)[CH2:11]1)[CH2:17]2.S(=O)(=O)(O)O.C([O-])(O)=O.[Na+]. Product: [C:10]12([C:6]3[CH:5]=[C:4]([Br:9])[CH:3]=[C:2]([F:1])[C:7]=3[OH:8])[CH2:19][CH:14]3[CH2:15][CH:16]([CH2:18][CH:12]([CH2:13]3)[CH2:11]1)[CH2:17]2. The catalyst class is: 34. (5) Reactant: [CH3:1][O:2][C:3]1([O:17][CH3:18])[CH2:8][CH2:7][N:6]([C:9]([O:11][C:12]([CH3:15])([CH3:14])[CH3:13])=[O:10])[CH2:5][C:4]1=O.Cl.[O:20]([NH2:22])[CH3:21].C([O-])(=O)C.[Na+]. Product: [CH3:1][O:2][C:3]1([O:17][CH3:18])[CH2:8][CH2:7][N:6]([C:9]([O:11][C:12]([CH3:15])([CH3:14])[CH3:13])=[O:10])[CH2:5]/[C:4]/1=[N:22]\[O:20][CH3:21]. The catalyst class is: 24. (6) Reactant: [C:1]([O:5][C:6]([N:8]1[C:13](=[O:14])[CH:12]=[C:11]([CH3:15])[C:10]([C:16]2[CH:21]=[CH:20][C:19]([O:22][Si](C(C)(C)C)(C)C)=[CH:18][CH:17]=2)=[N:9]1)=[O:7])([CH3:4])([CH3:3])[CH3:2].[F-].C([N+](CCCC)(CCCC)CCCC)CCC.[Cl-].[NH4+]. Product: [C:1]([O:5][C:6]([N:8]1[C:13](=[O:14])[CH:12]=[C:11]([CH3:15])[C:10]([C:16]2[CH:21]=[CH:20][C:19]([OH:22])=[CH:18][CH:17]=2)=[N:9]1)=[O:7])([CH3:2])([CH3:3])[CH3:4]. The catalyst class is: 1. (7) Reactant: Br[C:2]1[CH:7]=[CH:6][C:5]([S:8]([N:11]2[CH2:26][CH2:25][C:14]3([O:19][CH2:18][C:17](=[O:20])[N:16]([CH2:21][CH2:22][O:23][CH3:24])[CH2:15]3)[CH2:13][CH2:12]2)(=[O:10])=[O:9])=[CH:4][CH:3]=1.CC1(C)C(C)(C)OB([C:35]2[CH:44]=[C:43]3[C:38]([CH:39]=[CH:40][CH:41]=[N:42]3)=[CH:37][CH:36]=2)O1.C(=O)([O-])[O-].[K+].[K+]. Product: [CH3:24][O:23][CH2:22][CH2:21][N:16]1[CH2:15][C:14]2([CH2:25][CH2:26][N:11]([S:8]([C:5]3[CH:6]=[CH:7][C:2]([C:35]4[CH:44]=[C:43]5[C:38]([CH:39]=[CH:40][CH:41]=[N:42]5)=[CH:37][CH:36]=4)=[CH:3][CH:4]=3)(=[O:10])=[O:9])[CH2:12][CH2:13]2)[O:19][CH2:18][C:17]1=[O:20]. The catalyst class is: 669.